Dataset: Full USPTO retrosynthesis dataset with 1.9M reactions from patents (1976-2016). Task: Predict the reactants needed to synthesize the given product. (1) Given the product [C:9]([O:8][CH2:7][CH2:6][O:5][C:4]1[CH:12]=[CH:13][C:14]([CH3:16])=[CH:15][C:3]=1[CH:1]=[N:38][C:36]([O:45][Si:18]([CH3:25])([CH3:24])[CH3:17])=[CH2:37])(=[O:11])[CH3:10], predict the reactants needed to synthesize it. The reactants are: [CH:1]([C:3]1[CH:15]=[C:14]([CH3:16])[CH:13]=[CH:12][C:4]=1[O:5][CH2:6][CH2:7][O:8][C:9](=[O:11])[CH3:10])=O.[CH3:17][Si:18]([CH3:25])([CH3:24])N[Si:18]([CH3:25])([CH3:24])[CH3:17].C([Li])CCC.C[Si](Cl)(C)C.[CH2:36]([N:38](CC)CC)[CH3:37].C(Cl)(=[O:45])C. (2) Given the product [Si:1]([O:8][CH2:9][C:10]1[N:11]([CH3:25])[C:12]2[CH:13]=[CH:14][C:15]3[C:23](=[O:24])[CH2:22][CH2:21][CH2:20][CH2:19][C:16]=3[C:17]=2[CH:18]=1)([C:4]([CH3:7])([CH3:6])[CH3:5])([CH3:3])[CH3:2], predict the reactants needed to synthesize it. The reactants are: [Si:1]([O:8][CH2:9][C:10]1[N:11]([CH3:25])[C:12]2[CH:13]=[CH:14][C:15]3[CH:23]([OH:24])[CH2:22][CH2:21][CH2:20][CH2:19][C:16]=3[C:17]=2[CH:18]=1)([C:4]([CH3:7])([CH3:6])[CH3:5])([CH3:3])[CH3:2].C([O-])(O)=O.[Na+].CC(OI1(OC(C)=O)(OC(C)=O)OC(=O)C2C=CC=CC1=2)=O. (3) Given the product [CH3:14][C:13]([C:10]1[CH:9]=[CH:8][C:7]([NH:6][C:4](=[O:5])[C:3]2[CH:23]=[CH:24][CH:25]=[CH:26][C:2]=2[NH:1][CH2:33][C:30]2[CH:31]=[CH:32][N:27]=[CH:28][CH:29]=2)=[CH:12][CH:11]=1)([CH:15]1[CH2:16][CH2:17][N:18]([CH3:21])[CH2:19][CH2:20]1)[CH3:22], predict the reactants needed to synthesize it. The reactants are: [NH2:1][C:2]1[CH:26]=[CH:25][CH:24]=[CH:23][C:3]=1[C:4]([NH:6][C:7]1[CH:12]=[CH:11][C:10]([C:13]([CH3:22])([CH:15]2[CH2:20][CH2:19][N:18]([CH3:21])[CH2:17][CH2:16]2)[CH3:14])=[CH:9][CH:8]=1)=[O:5].[N:27]1[CH:32]=[CH:31][C:30]([CH:33]=O)=[CH:29][CH:28]=1.[BH4-].[Na+].